Dataset: Forward reaction prediction with 1.9M reactions from USPTO patents (1976-2016). Task: Predict the product of the given reaction. (1) Given the reactants Cl.[CH2:2]([C:9]1[C:13]2[C:14]([NH:18][CH2:19][C:20]3[CH:25]=[CH:24][C:23]([Cl:26])=[CH:22][CH:21]=3)=[N:15][CH:16]=[CH:17][C:12]=2[NH:11][C:10]=1[CH3:27])[C:3]1[CH:8]=[CH:7][CH:6]=[CH:5][CH:4]=1.C(=O)(O)[O-].[Na+], predict the reaction product. The product is: [CH2:2]([C:9]1[C:13]2[C:14]([NH:18][CH2:19][C:20]3[CH:21]=[CH:22][C:23]([Cl:26])=[CH:24][CH:25]=3)=[N:15][CH:16]=[CH:17][C:12]=2[NH:11][C:10]=1[CH3:27])[C:3]1[CH:4]=[CH:5][CH:6]=[CH:7][CH:8]=1. (2) Given the reactants Cl[C:2]1[C:3]2[C:10]([CH3:11])=[C:9]([Cl:12])[S:8][C:4]=2[N:5]=[CH:6][N:7]=1.[C:13]([O:17][C:18](=[O:32])[NH:19][CH2:20][CH:21]([O:23][C:24]1[CH:29]=[C:28]([F:30])[CH:27]=[CH:26][C:25]=1[NH2:31])[CH3:22])([CH3:16])([CH3:15])[CH3:14].C1(P(C2C=CC=CC=2)C2C=CC=CC=2)C=CC=CC=1.C(OC(N=NC(OC(C)(C)C)=O)=O)(C)(C)C, predict the reaction product. The product is: [C:13]([O:17][C:18](=[O:32])[NH:19][CH2:20][CH:21]([O:23][C:24]1[CH:29]=[C:28]([F:30])[CH:27]=[CH:26][C:25]=1[NH:31][C:2]1[C:3]2[C:10]([CH3:11])=[C:9]([Cl:12])[S:8][C:4]=2[N:5]=[CH:6][N:7]=1)[CH3:22])([CH3:14])([CH3:15])[CH3:16]. (3) Given the reactants [C:1]1([NH2:11])[C:10]2[C:5](=[CH:6][CH:7]=[CH:8][CH:9]=2)[CH:4]=[CH:3][CH:2]=1.C(N(CC)CC)C.[C:19](Cl)(Cl)=[S:20], predict the reaction product. The product is: [C:1]1([N:11]=[C:19]=[S:20])[C:10]2[C:5](=[CH:6][CH:7]=[CH:8][CH:9]=2)[CH:4]=[CH:3][CH:2]=1. (4) The product is: [CH3:8][C:10]1[C:11]([C:12](=[O:15])[CH3:13])=[CH:2][CH:1]=[CH:4][N:16]=1. Given the reactants [C:1]([CH2:4]C(=O)C)(=O)[CH3:2].[CH:8]([CH:10]=[CH2:11])=O.[C:12]([O-:15])(=O)[CH3:13].[NH4+:16], predict the reaction product. (5) Given the reactants [CH3:1][C:2]1([C:7]2[O:11][C:10]([CH2:12][N:13]3[CH:17]=[C:16]([NH2:18])[CH:15]=[N:14]3)=[CH:9][CH:8]=2)[O:6]CCO1.[C:19]1([C:34]2[CH:39]=[CH:38][CH:37]=[CH:36][CH:35]=2)[CH:24]=[CH:23][CH:22]=[C:21]([C:25]2[O:29][C:28]([CH3:30])=[N:27][C:26]=2[C:31](O)=[O:32])[CH:20]=1, predict the reaction product. The product is: [C:2]([C:7]1[O:11][C:10]([CH2:12][N:13]2[CH:17]=[C:16]([NH:18][C:31]([C:26]3[N:27]=[C:28]([CH3:30])[O:29][C:25]=3[C:21]3[CH:20]=[C:19]([C:34]4[CH:39]=[CH:38][CH:37]=[CH:36][CH:35]=4)[CH:24]=[CH:23][CH:22]=3)=[O:32])[CH:15]=[N:14]2)=[CH:9][CH:8]=1)(=[O:6])[CH3:1]. (6) Given the reactants [OH:1][C:2]1([CH2:10][O:11][C:12]2[CH:17]=[CH:16][C:15]([C:18]3[C:19]4[CH:26]=[C:25]([CH2:27][O:28][C:29]5[CH:34]=[CH:33][C:32]([C@@H:35]([C:41]#[C:42][CH3:43])[CH2:36][C:37]([O:39]C)=[O:38])=[CH:31][CH:30]=5)[CH:24]=[CH:23][C:20]=4[S:21][CH:22]=3)=[C:14]([CH3:44])[CH:13]=2)[CH2:7][CH2:6][S:5](=[O:9])(=[O:8])[CH2:4][CH2:3]1.[Li+].[OH-].Cl, predict the reaction product. The product is: [OH:1][C:2]1([CH2:10][O:11][C:12]2[CH:17]=[CH:16][C:15]([C:18]3[C:19]4[CH:26]=[C:25]([CH2:27][O:28][C:29]5[CH:30]=[CH:31][C:32]([C@@H:35]([C:41]#[C:42][CH3:43])[CH2:36][C:37]([OH:39])=[O:38])=[CH:33][CH:34]=5)[CH:24]=[CH:23][C:20]=4[S:21][CH:22]=3)=[C:14]([CH3:44])[CH:13]=2)[CH2:7][CH2:6][S:5](=[O:8])(=[O:9])[CH2:4][CH2:3]1.